This data is from Catalyst prediction with 721,799 reactions and 888 catalyst types from USPTO. The task is: Predict which catalyst facilitates the given reaction. (1) Reactant: [Br:1][C:2]1[CH:3]=[C:4]([CH:9]=[CH:10][C:11]=1[CH:12]1[CH2:14][CH2:13]1)[C:5]([O:7]C)=[O:6].[OH-].[Na+]. Product: [Br:1][C:2]1[CH:3]=[C:4]([CH:9]=[CH:10][C:11]=1[CH:12]1[CH2:13][CH2:14]1)[C:5]([OH:7])=[O:6]. The catalyst class is: 24. (2) Reactant: C1C=CC(OP(OC2C=CC=CC=2)([N:10]=[N+:11]=[N-:12])=O)=CC=1.[Si:20]([O:27][C@@H:28]([C@H:33]1[CH2:37][O:36][C:35]([CH3:39])([CH3:38])[N:34]1[C:40]([O:42][C:43]([CH3:46])([CH3:45])[CH3:44])=[O:41])[C@@H:29]([CH3:32])[CH2:30]O)([C:23]([CH3:26])([CH3:25])[CH3:24])([CH3:22])[CH3:21].N(C(OC(C)C)=O)=NC(OC(C)C)=O.C1C=CC(P(C2C=CC=CC=2)C2C=CC=CC=2)=CC=1. Product: [N:10]([CH2:30][C@H:29]([CH3:32])[C@H:28]([C@H:33]1[CH2:37][O:36][C:35]([CH3:39])([CH3:38])[N:34]1[C:40]([O:42][C:43]([CH3:46])([CH3:45])[CH3:44])=[O:41])[O:27][Si:20]([C:23]([CH3:26])([CH3:25])[CH3:24])([CH3:22])[CH3:21])=[N+:11]=[N-:12]. The catalyst class is: 1. (3) Reactant: [N+:1]([C:4]1[CH:9]=[CH:8][C:7]([OH:10])=[CH:6][CH:5]=1)([O-])=O.[CH3:11][C@H:12]1[CH2:17][CH2:16][CH2:15][N:14]([CH2:18][CH2:19][CH2:20]O)[CH2:13]1.CO.O.[C:25]1([CH3:35])[CH:30]=[CH:29][C:28]([S:31]([OH:34])(=[O:33])=[O:32])=[CH:27][CH:26]=1. Product: [S:31]([C:28]1[CH:29]=[CH:30][C:25]([CH3:35])=[CH:26][CH:27]=1)([OH:34])(=[O:33])=[O:32].[CH3:11][C@H:12]1[CH2:17][CH2:16][CH2:15][N:14]([CH2:18][CH2:19][CH2:20][O:10][C:7]2[CH:8]=[CH:9][C:4]([NH2:1])=[CH:5][CH:6]=2)[CH2:13]1. The catalyst class is: 13. (4) Reactant: C[O:2][C:3]1[CH:8]=[CH:7][C:6]([C:9]2[N:13]3[N:14]=[C:15]([NH:23][CH2:24][CH:25]4[CH2:30][CH2:29][N:28]([CH3:31])[CH2:27][CH2:26]4)[C:16]4[N:17]([CH3:22])[CH2:18][CH2:19][O:20][C:21]=4[C:12]3=[N:11][N:10]=2)=[CH:5][CH:4]=1. Product: [CH3:22][N:17]1[CH2:18][CH2:19][O:20][C:21]2[C:12]3=[N:11][N:10]=[C:9]([C:6]4[CH:5]=[CH:4][C:3]([OH:2])=[CH:8][CH:7]=4)[N:13]3[N:14]=[C:15]([NH:23][CH2:24][CH:25]3[CH2:30][CH2:29][N:28]([CH3:31])[CH2:27][CH2:26]3)[C:16]1=2. The catalyst class is: 2. (5) Product: [ClH:27].[N:21]1([C:16]2[N:17]=[C:18]([OH:20])[CH:19]=[C:14]([CH:11]3[CH2:12][CH2:13][NH:8][CH2:9][CH2:10]3)[N:15]=2)[CH2:26][CH2:25][O:24][CH2:23][CH2:22]1. Reactant: C(OC([N:8]1[CH2:13][CH2:12][CH:11]([C:14]2[CH:19]=[C:18]([OH:20])[N:17]=[C:16]([N:21]3[CH2:26][CH2:25][O:24][CH2:23][CH2:22]3)[N:15]=2)[CH2:10][CH2:9]1)=O)(C)(C)C.[ClH:27]. The catalyst class is: 27.